Dataset: Forward reaction prediction with 1.9M reactions from USPTO patents (1976-2016). Task: Predict the product of the given reaction. Given the reactants Cl.[CH3:2][N:3]1[C:7]([C:8]2[CH:9]=[C:10]([NH:14][C:15]([NH:17][CH2:18][CH:19]3[CH2:24][CH2:23][CH2:22][NH:21][CH2:20]3)=[O:16])[CH:11]=[CH:12][CH:13]=2)=[N:6][N:5]=[N:4]1.[F:25][C:26]1[CH:31]=[CH:30][C:29]([CH2:32][C:33]([CH3:38])([CH3:37])[C:34](O)=[O:35])=[CH:28][CH:27]=1.C(N(CC)CC)C.F[P-](F)(F)(F)(F)F.N1(O[P+](N2CCCC2)(N2CCCC2)N2CCCC2)C2C=CC=CC=2N=N1, predict the reaction product. The product is: [F:25][C:26]1[CH:27]=[CH:28][C:29]([CH2:32][C:33]([CH3:38])([CH3:37])[C:34]([N:21]2[CH2:22][CH2:23][CH2:24][CH:19]([CH2:18][NH:17][C:15]([NH:14][C:10]3[CH:11]=[CH:12][CH:13]=[C:8]([C:7]4[N:3]([CH3:2])[N:4]=[N:5][N:6]=4)[CH:9]=3)=[O:16])[CH2:20]2)=[O:35])=[CH:30][CH:31]=1.